Dataset: Full USPTO retrosynthesis dataset with 1.9M reactions from patents (1976-2016). Task: Predict the reactants needed to synthesize the given product. (1) Given the product [CH3:13][O:12][C:8]1[CH:7]=[C:6]2[C:11]([C:2]([O:14][C:15]3[CH:20]=[N:19][C:18]([CH2:21][C:22]([O:24][CH2:25][CH3:26])=[O:23])=[N:17][CH:16]=3)=[CH:3][CH:4]=[N:5]2)=[CH:10][CH:9]=1, predict the reactants needed to synthesize it. The reactants are: Cl[C:2]1[C:11]2[C:6](=[CH:7][C:8]([O:12][CH3:13])=[CH:9][CH:10]=2)[N:5]=[CH:4][CH:3]=1.[OH:14][C:15]1[CH:16]=[N:17][C:18]([CH2:21][C:22]([O:24][CH2:25][CH3:26])=[O:23])=[N:19][CH:20]=1. (2) The reactants are: C1([C:11]2[CH:12]=[CH:13][N:14]3[C:19]([CH:20]=2)=[CH:18][CH:17]=[C:16]([C:21]([OH:23])=[O:22])[C:15]3=[O:24])C2C(=CC=CC=2)C=CC=1.O1C(C2C=CN3C(C=2)=CC=C(C(O)=O)C3=O)=CC2C=CC=CC1=2.[Mg]. Given the product [O:24]=[C:15]1[N:14]2[C:19]([CH:20]=[CH:11][CH:12]=[CH:13]2)=[CH:18][CH:17]=[C:16]1[C:21]([OH:23])=[O:22], predict the reactants needed to synthesize it. (3) Given the product [F:1][C:2]1[C:3]([NH:12][C:13]2[CH:18]=[CH:17][C:16]([S:19][CH3:20])=[CH:15][C:14]=2[F:21])=[C:4]([CH:8]=[CH:9][C:10]=1[F:11])[C:5]([NH:34][O:35][CH2:36][CH2:37][OH:38])=[O:7], predict the reactants needed to synthesize it. The reactants are: [F:1][C:2]1[C:3]([NH:12][C:13]2[CH:18]=[CH:17][C:16]([S:19][CH3:20])=[CH:15][C:14]=2[F:21])=[C:4]([CH:8]=[CH:9][C:10]=1[F:11])[C:5]([OH:7])=O.C1N=CN(C(N2C=NC=C2)=O)C=1.[NH2:34][O:35][CH2:36][CH2:37][OH:38]. (4) Given the product [Br:12][C:13](=[CH2:14])[CH2:15][CH:4]([C:3]([O:10][CH3:11])=[O:9])[C:5]([O:7][CH3:8])=[O:6], predict the reactants needed to synthesize it. The reactants are: [H-].[Na+].[C:3]([O:10][CH3:11])(=[O:9])[CH2:4][C:5]([O:7][CH3:8])=[O:6].[Br:12][C:13]([CH2:15]Br)=[CH2:14].